Dataset: Catalyst prediction with 721,799 reactions and 888 catalyst types from USPTO. Task: Predict which catalyst facilitates the given reaction. (1) Reactant: [Cl:1][C:2]1[CH:3]=[CH:4][C:5]([CH3:18])=[C:6]([C:8]2[CH:13]=[CH:12][C:11]([C:14]([F:17])([F:16])[F:15])=[CH:10][CH:9]=2)[CH:7]=1.[O-:19][Mn](=O)(=O)=O.[K+].[OH2:25]. Product: [Cl:1][C:2]1[CH:7]=[C:6]([C:8]2[CH:9]=[CH:10][C:11]([C:14]([F:15])([F:16])[F:17])=[CH:12][CH:13]=2)[C:5]([C:18]([OH:19])=[O:25])=[CH:4][CH:3]=1. The catalyst class is: 107. (2) Reactant: [NH2:1][C:2]1[C:7]([S:8](Cl)(=[O:10])=[O:9])=[CH:6][C:5]([Br:12])=[CH:4][N:3]=1.[OH-:13].[Na+]. Product: [NH2:1][C:2]1[C:7]([S:8]([OH:13])(=[O:10])=[O:9])=[CH:6][C:5]([Br:12])=[CH:4][N:3]=1. The catalyst class is: 12. (3) Reactant: [C:1]([C:4]1[C:25](=[O:26])[C@@:8]2([CH3:27])[C:9]3[C:15]([O:16][CH2:17][CH2:18][CH3:19])=[CH:14][C:13]([O:20][CH3:21])=[C:12]([C:22]([NH2:24])=[O:23])[C:10]=3[O:11][C:7]2=[CH:6][C:5]=1[OH:28])(=[O:3])[CH3:2].[CH3:29][C:30]1[CH:39]=[CH:38][C:37]2[C:32](=[CH:33][CH:34]=[CH:35][CH:36]=2)[C:31]=1[CH:40]=O.C([SiH](CC)CC)C.FC(F)(F)C(O)=O. Product: [C:1]([C:4]1[C:25](=[O:26])[C@@:8]2([CH3:27])[C:9]3[C:15]([O:16][CH2:17][CH2:18][CH3:19])=[CH:14][C:13]([O:20][CH3:21])=[C:12]([C:22]([NH:24][CH2:40][C:31]4[C:32]5[C:37](=[CH:36][CH:35]=[CH:34][CH:33]=5)[CH:38]=[CH:39][C:30]=4[CH3:29])=[O:23])[C:10]=3[O:11][C:7]2=[CH:6][C:5]=1[OH:28])(=[O:3])[CH3:2]. The catalyst class is: 10. (4) Product: [C:14]([O:1][C:2]1[CH:7]=[CH:6][N:5]2[N:8]=[CH:9][C:10]([CH:11]=[O:12])=[C:4]2[CH:3]=1)(=[O:15])[CH3:13]. Reactant: [OH:1][C:2]1[CH:7]=[CH:6][N:5]2[N:8]=[CH:9][C:10]([CH:11]=[O:12])=[C:4]2[CH:3]=1.[CH3:13][C:14](OC(C)=O)=[O:15].CCN(CC)CC. The catalyst class is: 2. (5) The catalyst class is: 177. Reactant: [CH3:1][O:2][C:3]1[CH:35]=[C:34]([O:36][CH3:37])[CH:33]=[CH:32][C:4]=1[CH2:5][N:6]1[C:11]2[C:12]3[C:20]([O:21][CH2:22][CH2:23][C:10]=2[C:9]([OH:27])=[C:8]([C:28]([OH:30])=[O:29])[C:7]1=[O:31])=[CH:19][C:18]1[N:17]([CH3:24])[C:16]([CH2:25][OH:26])=[CH:15][C:14]=1[CH:13]=3. Product: [CH3:1][O:2][C:3]1[CH:35]=[C:34]([O:36][CH3:37])[CH:33]=[CH:32][C:4]=1[CH2:5][N:6]1[C:11]2[C:12]3[C:20]([O:21][CH2:22][CH2:23][C:10]=2[C:9]([OH:27])=[C:8]([C:28]([OH:30])=[O:29])[C:7]1=[O:31])=[CH:19][C:18]1[N:17]([CH3:24])[C:16]([CH:25]=[O:26])=[CH:15][C:14]=1[CH:13]=3. (6) Reactant: C(OC([N:8]1[CH2:13][CH2:12][CH2:11][CH:10]([C@@H:14]2[N:18]([C:19]([O:21][CH2:22][C:23]3[CH:28]=[CH:27][CH:26]=[CH:25][CH:24]=3)=[O:20])[CH:17]([C:29](=[O:48])[NH:30][C:31]3[S:32][CH:33]=[C:34]([C:36]4[CH:41]=[CH:40][C:39]([C:42](=[O:47])[NH:43][CH:44]5[CH2:46][CH2:45]5)=[CH:38][CH:37]=4)[N:35]=3)[CH2:16][S:15]2)[CH2:9]1)=O)(C)(C)C. Product: [CH2:22]([O:21][C:19]([N:18]1[CH:17]([C:29](=[O:48])[NH:30][C:31]2[S:32][CH:33]=[C:34]([C:36]3[CH:41]=[CH:40][C:39]([C:42](=[O:47])[NH:43][CH:44]4[CH2:45][CH2:46]4)=[CH:38][CH:37]=3)[N:35]=2)[CH2:16][S:15][C@@H:14]1[CH:10]1[CH2:11][CH2:12][CH2:13][NH:8][CH2:9]1)=[O:20])[C:23]1[CH:24]=[CH:25][CH:26]=[CH:27][CH:28]=1. The catalyst class is: 281. (7) Reactant: Cl.[Cl:2][C:3]1[CH:4]=[N+:5]([O-:46])[CH:6]=[C:7]([Cl:45])[C:8]=1[CH2:9][C@@H:10]([C:30]1[CH:35]=[CH:34][C:33]([O:36][CH:37]([F:39])[F:38])=[C:32]([O:40][CH2:41][CH:42]2[CH2:44][CH2:43]2)[CH:31]=1)[O:11][C:12](=[O:29])[C:13]1[CH:18]=[CH:17][C:16]([O:19][CH3:20])=[C:15]([O:21]C([C@@H]2CCCN2)=O)[CH:14]=1.C([O-])(O)=O.[Na+]. Product: [Cl:45][C:7]1[CH:6]=[N+:5]([O-:46])[CH:4]=[C:3]([Cl:2])[C:8]=1[CH2:9][C@@H:10]([C:30]1[CH:35]=[CH:34][C:33]([O:36][CH:37]([F:39])[F:38])=[C:32]([O:40][CH2:41][CH:42]2[CH2:44][CH2:43]2)[CH:31]=1)[O:11][C:12](=[O:29])[C:13]1[CH:18]=[CH:17][C:16]([O:19][CH3:20])=[C:15]([OH:21])[CH:14]=1. The catalyst class is: 5.